From a dataset of Reaction yield outcomes from USPTO patents with 853,638 reactions. Predict the reaction yield, written as a fraction of the theoretical maximum amount of product (1.0 means a 100% yield; for example, 0.34 means a 34% yield). (1) The reactants are [Br:1][C:2]1[CH:3]=[C:4]2[C:9](=[CH:10][CH:11]=1)[S:8][CH:7]([C:12]1[CH:17]=[CH:16][CH:15]=[CH:14][CH:13]=1)[CH2:6][C:5]12[C:21](=[O:22])[NH:20][C:19](=O)[NH:18]1.COC1C=CC(P2(SP(C3C=CC(OC)=CC=3)(=S)S2)=[S:33])=CC=1. The catalyst is O1CCOCC1. The product is [Br:1][C:2]1[CH:3]=[C:4]2[C:9](=[CH:10][CH:11]=1)[S:8][CH:7]([C:12]1[CH:17]=[CH:16][CH:15]=[CH:14][CH:13]=1)[CH2:6][C:5]12[C:21](=[O:22])[NH:20][C:19](=[S:33])[NH:18]1. The yield is 0.810. (2) The reactants are CS(O)(=O)=O.[NH2:6][CH2:7][C:8]1[CH:9]=[C:10]2[C:14](=[CH:15][CH:16]=1)[C:13](=[O:17])[N:12]([CH:18]1[CH2:23][CH2:22][C:21](=[O:24])[NH:20][C:19]1=[O:25])[CH2:11]2.[CH:26]1([N:32]=[C:33]=[O:34])[CH2:31][CH2:30][CH2:29][CH2:28][CH2:27]1.C(N(CC)CC)C.Cl. The catalyst is C(#N)C. The product is [CH:26]1([NH:32][C:33]([NH:6][CH2:7][C:8]2[CH:9]=[C:10]3[C:14](=[CH:15][CH:16]=2)[C:13](=[O:17])[N:12]([CH:18]2[CH2:23][CH2:22][C:21](=[O:24])[NH:20][C:19]2=[O:25])[CH2:11]3)=[O:34])[CH2:31][CH2:30][CH2:29][CH2:28][CH2:27]1. The yield is 0.520. (3) The reactants are S(Cl)(Cl)=O.[CH3:5][C:6]([CH3:31])([CH2:10][C:11]([NH:13][C:14]1[CH:15]=[N:16][C:17]([O:20][C:21](=[O:30])[N:22]([CH3:29])[C:23]2[CH:28]=[CH:27][CH:26]=[CH:25][CH:24]=2)=[CH:18][CH:19]=1)=[O:12])[C:7](O)=[O:8].N1C=CC=CC=1. The catalyst is ClCCl. The product is [CH3:5][C:6]1([CH3:31])[CH2:10][C:11](=[O:12])[N:13]([C:14]2[CH:19]=[CH:18][C:17]([O:20][C:21](=[O:30])[N:22]([CH3:29])[C:23]3[CH:28]=[CH:27][CH:26]=[CH:25][CH:24]=3)=[N:16][CH:15]=2)[C:7]1=[O:8]. The yield is 0.690. (4) The reactants are [H-].[H-].[H-].[H-].[Li+].[Al+3].C([O:9][C:10](=O)[C:11]([CH3:30])([CH3:29])[CH2:12][CH2:13][CH2:14][CH2:15][CH2:16][CH2:17][CH2:18][CH2:19][CH2:20][C:21]([CH3:28])([CH3:27])[C:22](OCC)=[O:23])C.O.Cl. The catalyst is C(OCC)C. The product is [CH3:27][C:21]([CH3:28])([CH2:20][CH2:19][CH2:18][CH2:17][CH2:16][CH2:15][CH2:14][CH2:13][CH2:12][C:11]([CH3:30])([CH3:29])[CH2:10][OH:9])[CH2:22][OH:23]. The yield is 0.620. (5) The reactants are Br[C:2]1[CH:3]=[CH:4][C:5]2[N:6](C3C=CC(C4C=CC=CC=4)=CC=3)[C:7]3[C:12]([C:13]=2[CH:14]=1)=[CH:11][CH:10]=[CH:9][CH:8]=3.CC(C)([O-])C.[Na+].[C:33]1([CH3:40])[C:34](C)=[CH:35][CH:36]=[CH:37][CH:38]=1.[NH2:41][C:42]1[CH:47]=[CH:46][CH:45]=[CH:44][CH:43]=1.[C:48]1(C)[CH:53]=[CH:52]C=[CH:50][CH:49]=1. The catalyst is C([O-])(=O)C.[Pd+2].C([O-])(=O)C.[CH-]1C(P(C2C=CC=CC=2)C2C=CC=CC=2)=CC=C1.[CH-]1C(P(C2C=CC=CC=2)C2C=CC=CC=2)=CC=C1.[Fe+2]. The product is [C:40]1([C:33]2[CH:38]=[CH:37][CH:36]=[CH:35][CH:34]=2)[CH:52]=[CH:53][C:48]([C:13]2[C:5]3[NH:6][C:7]4[C:12](=[CH:11][CH:10]=[CH:9][CH:8]=4)[C:4]=3[CH:3]=[C:2]([NH:41][C:42]3[CH:47]=[CH:46][CH:45]=[CH:44][CH:43]=3)[CH:14]=2)=[CH:49][CH:50]=1. The yield is 0.930. (6) The reactants are [NH2:1][C:2](=[O:24])[C@@H:3]([N:13]1[CH2:21][C:20]2[C:15](=[CH:16][CH:17]=[CH:18][C:19]=2[OH:22])[C:14]1=[O:23])[CH2:4][CH2:5][C:6]([O:8][C:9]([CH3:12])([CH3:11])[CH3:10])=[O:7].Cl.Cl[CH2:27][C:28]1[CH:40]=[CH:39][C:31]([CH2:32][N:33]2[CH2:38][CH2:37][O:36][CH2:35][CH2:34]2)=[CH:30][CH:29]=1.C(=O)([O-])[O-].[K+].[K+].CN(C=O)C. The catalyst is O.C(OCC)(=O)C. The product is [NH2:1][C:2](=[O:24])[C@@H:3]([N:13]1[CH2:21][C:20]2[C:15](=[CH:16][CH:17]=[CH:18][C:19]=2[O:22][CH2:27][C:28]2[CH:29]=[CH:30][C:31]([CH2:32][N:33]3[CH2:38][CH2:37][O:36][CH2:35][CH2:34]3)=[CH:39][CH:40]=2)[C:14]1=[O:23])[CH2:4][CH2:5][C:6]([O:8][C:9]([CH3:10])([CH3:12])[CH3:11])=[O:7]. The yield is 0.860. (7) The reactants are [F:1][C:2]1[CH:3]=[C:4]([C:14]([NH:16][C@@H:17]2[CH2:22][CH2:21][C@H:20]([NH:23][C:24](=[O:30])[O:25][C:26]([CH3:29])([CH3:28])[CH3:27])[CH2:19][CH2:18]2)=[O:15])[C:5]([NH:8][CH:9]2[CH2:13][CH2:12][S:11][CH2:10]2)=[N:6][CH:7]=1.[C:31](N1C=CN=C1)(N1C=CN=C1)=[O:32].[H-].[Na+].C(OCC)(=O)C. The catalyst is CN1C(=O)CCC1. The product is [F:1][C:2]1[CH:7]=[N:6][C:5]2[N:8]([CH:9]3[CH2:13][CH2:12][S:11][CH2:10]3)[C:31](=[O:32])[N:16]([C@@H:17]3[CH2:22][CH2:21][C@H:20]([NH:23][C:24](=[O:30])[O:25][C:26]([CH3:27])([CH3:29])[CH3:28])[CH2:19][CH2:18]3)[C:14](=[O:15])[C:4]=2[CH:3]=1. The yield is 0.860. (8) The reactants are [CH3:1][C:2]([NH:11][C:12](=[O:17])[C:13]([F:16])([F:15])[F:14])([CH3:10])[CH2:3][C:4]1[CH:9]=[CH:8][CH:7]=[CH:6][CH:5]=1.[Br-:18].[Br-].[Br-].C([N+](CC[CH2:36][CH3:37])(CCCC)CCCC)CCC.C([N+](CCCC)(CCCC)CCCC)CCC.C([N+](CCCC)(CCCC)CCCC)CCC.C[OH:73]. The catalyst is C(Cl)Cl. The product is [Br:18][CH2:36][C:37]([C:5]1[CH:6]=[CH:7][CH:8]=[CH:9][C:4]=1[CH2:3][C:2]([NH:11][C:12](=[O:17])[C:13]([F:16])([F:14])[F:15])([CH3:1])[CH3:10])=[O:73]. The yield is 0.410.